Dataset: Experimentally validated miRNA-target interactions with 360,000+ pairs, plus equal number of negative samples. Task: Binary Classification. Given a miRNA mature sequence and a target amino acid sequence, predict their likelihood of interaction. (1) The miRNA is hsa-miR-4502 with sequence GCUGAUGAUGAUGGUGCUGAAG. The protein sequence of the target gene is MAAAAALSGAGAPPAGGGAGGGGSPPGGWAVARLEGREFEYLMKKRSVTIGRNSSQGSVDVSMGHSSFISRRHLEIFTPPGGGHSAAAPEPAQPRPDAGGDFYLRCLGKNGVFVDGVFQRRGAPPLQLPRVCTFRFPSTNIKITFTALSSEKREKQEAPESPVKPVQPHISPLTINIPDTMAHLISPLPSPTGTISAANSCPSSPRGAGSSGYKVGRVMPSDLSLMADNSQPENEKEASGGDSPKDDSKPPYSYAQLIVQAITMAPDKQLTLNGIYTHITKNYPYYRTADKGWQNSIRHN.... Result: 0 (no interaction). (2) Result: 1 (interaction). The miRNA is hsa-miR-16-5p with sequence UAGCAGCACGUAAAUAUUGGCG. The protein sequence of the target gene is MAAPGLRLGAGRLFEMPAVLERLSRYNSTSQAFAEVLRLPKQQLRKLLYPLQEVERFLAPYGRQDLHLRIFDPSPEDIARADNIFTATERNRIDYVSSAVRIDHAPDLPRPEVCFIGRSNVGKSSLIKALFSLAPEVEVRVSKKPGHTKKMNFFKVGKHFTVVDMPGYGFRAPEDFVDMVETYLKERRNLKRTFLLVDSVVGIQKTDNIAIEMCEEFALPYVIVLTKIDKSSKGHLLKQVLQIQKFVNMKTQGCFPQLFPVSAVTFSGIHLLRCFIASVTGSLD. (3) Result: 0 (no interaction). The miRNA is hsa-miR-6078 with sequence CCGCCUGAGCUAGCUGUGG. The protein sequence of the target gene is MYRYLAKALLPSRAGPAALGSAANHSAALLGRGRGQPAAASQPGLALAARRHYSELVADREDDPNFFKMVEGFFDRGASIVEDKLVKDLRTQESEEQKRNRVRGILRIIKPCNHVLSLSFPIRRDDGSWEVIEGYRAQHSQHRTPCKGGIRYSTDVSVDEVKALASLMTYKCAVVDVPFGGAKAGVKINPKNYTENELEKITRRFTMELAKKGFIGPGVDVPAPDMNTGEREMSWIADTYASTIGHYDINAHACVTGKPISQGGIHGRISATGRGVFHGIENFINEASYMSILGMTPGFR.... (4) The miRNA is hsa-miR-3606-3p with sequence AAAAUUUCUUUCACUACUUAG. The protein sequence of the target gene is MLPLSIKDDEYKPPKFNLFGKISGWFRSILSDKTSRNLFFFLCLNLSFAFVELLYGIWSNCLGLISDSFHMFFDSTAILAGLAASVISKWRDNDAFSYGYVRAEVLAGFVNGLFLIFTAFFIFSEGVERALAPPDVHHERLLLVSILGFVVNLVGIFVFNHGGHGHSHGSGHGHSHSLFNGALDHSHGHEDHCHSHEAKHGAAHSHDHDHAHGHGHLHSHDGPSFKATAGPSRQILQGVFLHILADTLGSIGVIASAIMMQNFGLMIADPICSILIAILIVVSVIPLLRESVGILMQRTP.... Result: 0 (no interaction). (5) The miRNA is hsa-miR-590-3p with sequence UAAUUUUAUGUAUAAGCUAGU. The protein sequence of the target gene is MNGLPSAEAPGGAGCALAGLPPLPRGLSGLLNASGGSWRELERVYSQRSRIHDELSRAARAPDGPRHAAGAANAGPAAGPRRPVNLDSALAALRKEMVGLRQLDMSLLCQLWGLYESIQDYKHLCQDLSFCQDLSSSLHSDSSYPPDAGLSDDEEPPDASLPPDPPPLTVPQTHNARDQWLQDAFHISL. Result: 0 (no interaction). (6) The miRNA is hsa-miR-770-5p with sequence UCCAGUACCACGUGUCAGGGCCA. The protein sequence of the target gene is MRVVRLLRLRAALTLLGEVPRRPASRGVPGSRRTQKGSGARWEKEKHEDGVKWRQLEHKGPYFAPPYEPLPDGVRFFYEGRPVRLSVAAEEVATFYGRMLDHEYTTKEVFRKNFFNDWRKEMAVEEREVIKSLDKCDFTEIHRYFVDKAAARKVLSREEKQKLKEEAEKLQQEFGYCILDGHQEKIGNFKIEPPGLFRGRGDHPKMGMLKRRITPEDVVINCSRDSKIPEPPAGHQWKEVRSDNTVTWLAAWTESVQNSIKYIMLNPCSKLKGETAWQKFETARRLRGFVDEIRSQYRAD.... Result: 1 (interaction).